This data is from NCI-60 drug combinations with 297,098 pairs across 59 cell lines. The task is: Regression. Given two drug SMILES strings and cell line genomic features, predict the synergy score measuring deviation from expected non-interaction effect. Drug 1: CNC(=O)C1=CC=CC=C1SC2=CC3=C(C=C2)C(=NN3)C=CC4=CC=CC=N4. Drug 2: C1=C(C(=O)NC(=O)N1)N(CCCl)CCCl. Cell line: HS 578T. Synergy scores: CSS=29.7, Synergy_ZIP=11.2, Synergy_Bliss=12.6, Synergy_Loewe=9.11, Synergy_HSA=10.7.